This data is from Experimentally validated miRNA-target interactions with 360,000+ pairs, plus equal number of negative samples. The task is: Binary Classification. Given a miRNA mature sequence and a target amino acid sequence, predict their likelihood of interaction. (1) The miRNA is hsa-miR-4653-3p with sequence UGGAGUUAAGGGUUGCUUGGAGA. The protein sequence of the target gene is MAEPRRVAFISLSPVRRREAEYPGPEREPEYPREPPRLEPQPYREPARAEPPAPREPAPRSDAQPPSREKPLPQREVSRAEPPMSLQREPPRPEPPPPFPPLPLQPPPPRESASRAEQPPRPPRETVRLELVLKDPTDESCVEFSYPELLLCGEQRKKLIHTEDPFNDEHQERQEVEMLAKKFEMKYGGKPRKHRKDRLQDLIDIGFGYDETDPFIDNSEAYDELVPASLTTKYGGFYINTGTLQFRQASDTEEDDITDNQKHKPPKVPKIKEDDIEMKKRKRKEEGEKEKKPRKKVPKQ.... Result: 1 (interaction). (2) The miRNA is mmu-miR-1960 with sequence CCAGUGCUGUUAGAAGAGGGCU. The protein sequence of the target gene is MLLFAHLLQLLVSATVPTQSSPHSLRYFTTAVSRPGLGEPRFIIVGYVDDTQFVRFDSDAENPRMEPRARWIEQEGPEYWERETWKARDMGRNFRVNLRTLLGYYNQSNDESHTLQWMYGCDVGPDGRLLRGYCQEAYDGQDYISLNEDLRSWTANDIASQISKHKSEAVDEAHQQRAYLQGPCVEWLHRYLRLGNETLQRSDPPKAHVTHHPRSEDEVTLRCWALGFYPADITLTWQLNGEELTQDMELVETRPAGDGTFQKWAAVVVPLGKEQYYTCHVYHEGLPEPLTLRWEPPPST.... Result: 1 (interaction). (3) The miRNA is mmu-miR-362-3p with sequence AACACACCUGUUCAAGGAUUCA. The protein sequence of the target gene is MACSLKDELLCSICLSIYQDPVSLGCEHYFCRRCITEHWVRQEAQGARDCPECRRTFAEPALAPSLKLANIVERYSAFPLDAILNARRAARPCQAHDKVKLFCLTDRALLCFFCDEPALHEQHQVTGIDDAFEELQRELKEQLQALQDSEREHTEALQLLKRQLAETKSSTKSLRTTIGEAFERLHRLLRERQKAMLEELEADTARTLTDIEQKVQRYSQQLRKVQEGAQILQERLAETDRHTFLAGVASLSERLKGKIHETNLTYEDFPTSKYTGPLQYTIWKSLFQDIHPVPAALTMD.... Result: 1 (interaction). (4) The miRNA is mmu-miR-5116 with sequence UUUGAUAGGAACCCCGCCUGA. The protein sequence of the target gene is MSLHPVILLVLVLCLGWKINTQEGSLPDITIFPNSSLMISQGTFVTVVCSYSDKHDLYNMVRLEKDGSTFMEKSTEPYKTEDEFEIGPVNETITGHYSCIYSKGITWSERSKTLELKVIKENVIQTPAPGPTSDTSWLKTYSIYIFTVVSVIFLLCLSALLFCFLRHRQKKQGLPNNKRQQQRPEERLNLATNGLEMTPDIVADDRLPEDRWTETWTPVAGDLQEVTYIQLDHHSLTQRAVGAVTSQSTDMAESSTYAAIIRH. Result: 0 (no interaction).